This data is from Human liver microsome stability data. The task is: Regression/Classification. Given a drug SMILES string, predict its absorption, distribution, metabolism, or excretion properties. Task type varies by dataset: regression for continuous measurements (e.g., permeability, clearance, half-life) or binary classification for categorical outcomes (e.g., BBB penetration, CYP inhibition). Dataset: hlm. (1) The compound is Clc1cccc(OC(c2ccccc2)C2CCNCC2)c1Cl. The result is 0 (unstable in human liver microsomes). (2) The compound is O=C(CCc1ccccc1)c1ccccc1OCC(O)CNCCO. The result is 1 (stable in human liver microsomes). (3) The compound is O=P1(c2ccc(C(F)(F)F)cc2)CCCC1. The result is 0 (unstable in human liver microsomes). (4) The compound is COc1cccc(C(=O)Nc2ccc(NC(=O)c3csnn3)cc2)c1. The result is 0 (unstable in human liver microsomes). (5) The molecule is CCN(CC)CC1(c2ccc(Cl)c(Cl)c2)CCCCC1. The result is 0 (unstable in human liver microsomes). (6) The drug is CCOC(=O)N1CCN(C(=O)c2ccc3c(Cl)c4c(nc3c2)CCCC4)CC1. The result is 1 (stable in human liver microsomes). (7) The molecule is CC[C@@H]1/C=C(\C)C[C@H](C)C[C@H](OC)[C@H]2O[C@@](O)(C(=O)C(=O)N3CCCC[C@H]3C(=O)O[C@H](/C(C)=C/[C@H]3CCCC(O)CC3)[C@H](C)[C@@H](O)CC1=O)[C@H](C)C[C@@H]2OC. The result is 1 (stable in human liver microsomes). (8) The molecule is CC(C)CCn1nc(N(C)C(C)C)c(O)c(C2=NS(=O)(=O)c3cc(NS(C)(=O)=O)ccc3N2)c1=O. The result is 1 (stable in human liver microsomes). (9) The molecule is COc1ccc(-c2ccc(CNCCNc3ccnc4cc(Cl)ccc34)s2)cc1. The result is 1 (stable in human liver microsomes).